Dataset: Full USPTO retrosynthesis dataset with 1.9M reactions from patents (1976-2016). Task: Predict the reactants needed to synthesize the given product. Given the product [CH2:21]([O:20][C:18](/[CH:17]=[CH:16]/[C:14]1[N:15]=[C:10](/[CH:9]=[CH:8]/[C:6]([OH:7])=[O:5])[CH:11]=[CH:12][CH:13]=1)=[O:19])[CH3:22].[F:26][C:25]([F:28])([F:27])[C:23]([O-:29])=[O:24], predict the reactants needed to synthesize it. The reactants are: C([O:5][C:6](/[CH:8]=[CH:9]/[C:10]1[N:15]=[C:14](/[CH:16]=[CH:17]/[C:18]([O:20][CH2:21][CH3:22])=[O:19])[CH:13]=[CH:12][CH:11]=1)=[O:7])(C)(C)C.[C:23]([OH:29])([C:25]([F:28])([F:27])[F:26])=[O:24].